Dataset: Peptide-MHC class II binding affinity with 134,281 pairs from IEDB. Task: Regression. Given a peptide amino acid sequence and an MHC pseudo amino acid sequence, predict their binding affinity value. This is MHC class II binding data. (1) The binding affinity (normalized) is 0. The peptide sequence is LAGDAAGAWRTAAVE. The MHC is HLA-DPA10103-DPB10401 with pseudo-sequence HLA-DPA10103-DPB10401. (2) The peptide sequence is EKKYFAPTQFEPLAA. The binding affinity (normalized) is 0.897. The MHC is HLA-DPA10103-DPB10601 with pseudo-sequence HLA-DPA10103-DPB10601. (3) The peptide sequence is LRTKLMTSRRVLEKE. The MHC is DRB1_0701 with pseudo-sequence DRB1_0701. The binding affinity (normalized) is 0.676. (4) The peptide sequence is RNLKNAGLIVGQMIL. The MHC is DRB1_0301 with pseudo-sequence DRB1_0301. The binding affinity (normalized) is 0. (5) The peptide sequence is VPPADKYKTFEAAFT. The MHC is HLA-DQA10102-DQB10602 with pseudo-sequence HLA-DQA10102-DQB10602. The binding affinity (normalized) is 0.138. (6) The peptide sequence is LDSYPALETIQVTIS. The MHC is DRB1_0101 with pseudo-sequence DRB1_0101. The binding affinity (normalized) is 0.489. (7) The peptide sequence is SQDLELSWNLNGLVAY. The MHC is DRB1_0802 with pseudo-sequence DRB1_0802. The binding affinity (normalized) is 0.230. (8) The peptide sequence is INISGYNLSLSAAVK. The MHC is H-2-IAb with pseudo-sequence H-2-IAb. The binding affinity (normalized) is 0.572. (9) The peptide sequence is VQAPVGAITTIEDPV. The MHC is DRB1_1302 with pseudo-sequence DRB1_1302. The binding affinity (normalized) is 0.